This data is from Catalyst prediction with 721,799 reactions and 888 catalyst types from USPTO. The task is: Predict which catalyst facilitates the given reaction. Reactant: [Cl:1][C:2]1[CH:3]=[CH:4][C:5]2[O:9][CH:8]([CH2:10][N:11]3[CH2:16][CH2:15][NH:14][CH2:13][CH2:12]3)[CH2:7][C:6]=2[CH:17]=1.C(N(CC)CC)C.[Cl:25][CH2:26][C:27](Cl)=[O:28]. Product: [Cl:25][CH2:26][C:27]([N:14]1[CH2:13][CH2:12][N:11]([CH2:10][CH:8]2[CH2:7][C:6]3[CH:17]=[C:2]([Cl:1])[CH:3]=[CH:4][C:5]=3[O:9]2)[CH2:16][CH2:15]1)=[O:28]. The catalyst class is: 4.